Dataset: Full USPTO retrosynthesis dataset with 1.9M reactions from patents (1976-2016). Task: Predict the reactants needed to synthesize the given product. Given the product [CH2:1]([O:3][C:4](=[O:12])[C:5]([C:6]1[CH:7]=[N:8][CH:9]=[CH:10][CH:11]=1)=[CH:16][N:17]([CH3:19])[CH3:18])[CH3:2], predict the reactants needed to synthesize it. The reactants are: [CH2:1]([O:3][C:4](=[O:12])[CH2:5][C:6]1[CH:7]=[N:8][CH:9]=[CH:10][CH:11]=1)[CH3:2].C(O[CH:16](OCC)[N:17]([CH3:19])[CH3:18])C.